The task is: Predict the product of the given reaction.. This data is from Forward reaction prediction with 1.9M reactions from USPTO patents (1976-2016). Given the reactants [CH2:1]([O:11][C:12]1[CH:13]=[C:14]([CH:19]=[C:20]([O:22][CH2:23][CH2:24][CH2:25][CH2:26][CH2:27][CH2:28][CH2:29][CH2:30][CH2:31][CH3:32])[CH:21]=1)[CH2:15][N:16]=[N+]=[N-])[CH2:2][CH2:3][CH2:4][CH2:5][CH2:6][CH2:7][CH2:8][CH2:9][CH3:10].ClCCl.[N-]=[N+]=[N-], predict the reaction product. The product is: [CH2:23]([O:22][C:20]1[CH:19]=[C:14]([CH:13]=[C:12]([O:11][CH2:1][CH2:2][CH2:3][CH2:4][CH2:5][CH2:6][CH2:7][CH2:8][CH2:9][CH3:10])[CH:21]=1)[CH2:15][NH2:16])[CH2:24][CH2:25][CH2:26][CH2:27][CH2:28][CH2:29][CH2:30][CH2:31][CH3:32].